From a dataset of Experimentally validated miRNA-target interactions with 360,000+ pairs, plus equal number of negative samples. Binary Classification. Given a miRNA mature sequence and a target amino acid sequence, predict their likelihood of interaction. (1) The miRNA is cel-miR-358-3p with sequence AUUGGUAUCCCUGUCAAGGUCU. The protein sequence of the target gene is MENSHPHHHHQQPPPQPGPSGERRNHHWRSYKLMIDPALKKGHHKLYRYDGQHFSLAMSSNRPVEIVEDPRVVGIWTKNKELELSVPKFKIDEFYVGPVPPKQVTFAKLNDNVRENFLRDMCKKYGEVEEVEILYNPKTKKHLGIAKVVFATVRGAKEAVQHLHSTSVMGNIIHVELDTKGETRMRFYELLVTGRYTPQTLPVGELDAISPIVSETLQLSDALKRLKDGSLSAGCGSGSSSVTPNSGGTPFSQDTAYSSCRLDTPNSYGQGTPITPRLGTPFSQDSSYSSRQPTPSYLFS.... Result: 0 (no interaction). (2) The miRNA is mmu-miR-5124a with sequence GGUCCAGUGACUAAGAGCAU. The protein sequence of the target gene is MEGGGKPNSASNSRDDGNSVFPSKAPATGPVAADKRLGTPPGGGAAGKEHGNSVCFKVDGGGGEEPAGSFEDAEGPRRQYGFMQRQFTSMLQPGVNKFSLRMFGSQKAVEKEQERVKTAGFWIIHPYSDFRFYWDLIMLIMMVGNLVIIPVGITFFTEQTTTPWIIFNVASDTVFLLDLIMNFRTGTVNEDSSEIILDPKVIKMNYLKSWFVVDFISSIPVDYIFLIVEKGMDSEVYKTARALRIVRFTKILSLLRLLRLSRLIRYIHQWEEIFHMTYDLASAVVRIFNLIGMMLLLCHW.... Result: 1 (interaction). (3) The miRNA is hsa-miR-296-3p with sequence GAGGGUUGGGUGGAGGCUCUCC. The protein sequence of the target gene is MAGSRGAGRTAAPSVRPEKRRSEPELEPEPEPEPPLLCTSPLSHSTGSDSGVSDSEESVFSGLEDSGSDSSEDDDEGDEEGEDGALDDEGHSGIKKTTEEQVQASTPCPRTEMASARIGDEYAEDSSDEEDIRNTVGNVPLEWYDDFPHVGYDLDGRRIYKPLRTRDELDQFLDKMDDPDYWRTVQDPMTGRDLRLTDEQVALVRRLQSGQFGDVGFNPYEPAVDFFSGDVMIHPVTNRPADKRSFIPSLVEKEKVSRMVHAIKMGWIQPRRPRDPTPSFYDLWAQEDPNAVLGRHKMHV.... Result: 1 (interaction).